Dataset: Forward reaction prediction with 1.9M reactions from USPTO patents (1976-2016). Task: Predict the product of the given reaction. (1) Given the reactants [CH3:1][C:2]1[N:6]([CH2:7][C:8]2[CH:13]=[CH:12][C:11]([CH3:14])=[CH:10][CH:9]=2)[N:5]=[C:4]([C:15]([O:17]C)=[O:16])[CH:3]=1.[OH-].[Na+], predict the reaction product. The product is: [CH3:1][C:2]1[N:6]([CH2:7][C:8]2[CH:13]=[CH:12][C:11]([CH3:14])=[CH:10][CH:9]=2)[N:5]=[C:4]([C:15]([OH:17])=[O:16])[CH:3]=1. (2) The product is: [Br:1][C:2]1[CH:10]=[CH:9][C:5]([CH2:6][CH2:7][C:21]2[CH:22]=[CH:23][C:18]([O:17][CH3:16])=[CH:19][CH:20]=2)=[CH:4][CH:3]=1. Given the reactants [Br:1][C:2]1[CH:10]=[CH:9][C:5]([CH2:6][CH2:7]Br)=[CH:4][CH:3]=1.C1COCC1.[CH3:16][O:17][C:18]1[CH:23]=[CH:22][C:21]([Mg]Br)=[CH:20][CH:19]=1, predict the reaction product. (3) Given the reactants [OH:1][CH2:2][C@@H:3]([NH:5][C:6]1[N:7]=[CH:8][C:9]2[CH2:15][CH2:14][N:13](C(OC(C)(C)C)=O)[CH2:12][C:10]=2[N:11]=1)[CH3:4].CO.Cl.O1CCOCC1, predict the reaction product. The product is: [N:11]1[C:10]2[CH2:12][NH:13][CH2:14][CH2:15][C:9]=2[CH:8]=[N:7][C:6]=1[NH:5][C@@H:3]([CH3:4])[CH2:2][OH:1]. (4) Given the reactants [N+:1]([C:4]1[CH:5]=[C:6]([S:10]([CH2:13][CH2:14][O:15][C:16](=[O:35])[CH2:17][CH2:18][CH2:19][CH2:20][CH2:21][NH:22][C:23](=[O:34])[CH2:24][O:25][C:26]2[CH:31]=[C:30]([CH3:32])[CH:29]=[C:28]([CH3:33])[CH:27]=2)(=[O:12])=[O:11])[CH:7]=[CH:8][CH:9]=1)([O-:3])=[O:2].[Cl:36][S:37](O)(=[O:39])=[O:38], predict the reaction product. The product is: [N+:1]([C:4]1[CH:5]=[C:6]([S:10]([CH2:13][CH2:14][O:15][C:16](=[O:35])[CH2:17][CH2:18][CH2:19][CH2:20][CH2:21][NH:22][C:23](=[O:34])[CH2:24][O:25][C:26]2[CH:31]=[C:30]([CH3:32])[C:29]([S:37]([Cl:36])(=[O:39])=[O:38])=[C:28]([CH3:33])[CH:27]=2)(=[O:12])=[O:11])[CH:7]=[CH:8][CH:9]=1)([O-:3])=[O:2].